From a dataset of CYP3A4 inhibition data for predicting drug metabolism from PubChem BioAssay. Regression/Classification. Given a drug SMILES string, predict its absorption, distribution, metabolism, or excretion properties. Task type varies by dataset: regression for continuous measurements (e.g., permeability, clearance, half-life) or binary classification for categorical outcomes (e.g., BBB penetration, CYP inhibition). Dataset: cyp3a4_veith. (1) The molecule is O=S(=O)(c1ccccc1)N1CCCCC1c1cccnc1. The result is 1 (inhibitor). (2) The result is 0 (non-inhibitor). The compound is CC(=O)Nc1ccc(NC(=O)CSc2nnc(-c3ccco3)n2Cc2ccco2)cc1. (3) The drug is COC(=O)[C@@]1(Cc2ccc(F)cc2)[C@H]2c3cc(C(=O)N4CCCC4)n(CCc4ccccn4)c3C[C@H]2CN1C(=O)c1ccccc1. The result is 1 (inhibitor). (4) The drug is COc1ccccc1CC(=O)O/N=C(\N)Cc1cccc2ccccc12. The result is 1 (inhibitor). (5) The drug is COC(=O)CNC(=O)CN1C(=O)N(c2ccccc2)C(N(O)C(=O)Nc2ccccc2)C1(C)C. The result is 0 (non-inhibitor). (6) The molecule is O=C(O)[C@@H](O)[C@H](O)C(=O)O. The result is 0 (non-inhibitor).